This data is from Catalyst prediction with 721,799 reactions and 888 catalyst types from USPTO. The task is: Predict which catalyst facilitates the given reaction. (1) Reactant: [Br:1][C:2]1[CH:27]=[CH:26][C:25]([O:28][CH3:29])=[CH:24][C:3]=1[CH2:4][CH:5]1[CH2:10][CH2:9][N:8]([C:11](=O)[CH2:12][C@H:13]2[CH2:18][CH2:17][C@H:16]([NH:19][C:20](=O)[CH3:21])[CH2:15][CH2:14]2)[CH2:7][CH2:6]1.B.CO. Product: [Br:1][C:2]1[CH:27]=[CH:26][C:25]([O:28][CH3:29])=[CH:24][C:3]=1[CH2:4][CH:5]1[CH2:10][CH2:9][N:8]([CH2:11][CH2:12][C@H:13]2[CH2:14][CH2:15][C@H:16]([NH:19][CH2:20][CH3:21])[CH2:17][CH2:18]2)[CH2:7][CH2:6]1. The catalyst class is: 7. (2) The catalyst class is: 1. Product: [CH3:19][C:20]1[CH:21]=[C:22]([CH:23]=[C:24]([CH3:26])[CH:25]=1)[O:27][C:2]1[CH:9]=[CH:8][C:5]([C:6]#[N:7])=[CH:4][C:3]=1[N+:10]([O-:12])=[O:11]. Reactant: Cl[C:2]1[CH:9]=[CH:8][C:5]([C:6]#[N:7])=[CH:4][C:3]=1[N+:10]([O-:12])=[O:11].C(=O)([O-])[O-].[K+].[K+].[CH3:19][C:20]1[CH:21]=[C:22]([OH:27])[CH:23]=[C:24]([CH3:26])[CH:25]=1. (3) Reactant: C(OC([NH:8][CH2:9][C:10]([O:12][C@H:13]1[CH2:18][CH2:17][C@H:16]([NH:19][C:20]2[CH:25]=[C:24]([N:26]3[C:34]4[CH2:33][C:32]([CH3:36])([CH3:35])[CH2:31][C:30](=[O:37])[C:29]=4[C:28]([C:38]([F:41])([F:40])[F:39])=[CH:27]3)[CH:23]=[CH:22][C:21]=2[C:42](=[O:44])[NH2:43])[CH2:15][CH2:14]1)=[O:11])=O)(C)(C)C.[CH3:45][S:46]([OH:49])(=[O:48])=[O:47]. Product: [CH3:45][S:46]([OH:49])(=[O:48])=[O:47].[NH2:8][CH2:9][C:10]([O:12][C@H:13]1[CH2:14][CH2:15][C@H:16]([NH:19][C:20]2[CH:25]=[C:24]([N:26]3[C:34]4[CH2:33][C:32]([CH3:35])([CH3:36])[CH2:31][C:30](=[O:37])[C:29]=4[C:28]([C:38]([F:40])([F:39])[F:41])=[CH:27]3)[CH:23]=[CH:22][C:21]=2[C:42](=[O:44])[NH2:43])[CH2:17][CH2:18]1)=[O:11]. The catalyst class is: 12. (4) Reactant: [C:1]([O:5][C:6]([N:8]1[CH2:13][CH2:12][CH:11]([N:14]2[CH:18]=[C:17]([C:19]3[CH:20]=[N:21][C:22]([NH2:34])=[C:23](B4OC(C)(C)C(C)(C)O4)[CH:24]=3)[CH:16]=[N:15]2)[CH2:10][CH2:9]1)=[O:7])([CH3:4])([CH3:3])[CH3:2].[CH3:35][C:36]1[C:45]2[C:40](=[CH:41][CH:42]=[CH:43][CH:44]=2)[CH:39]=[C:38](OS(C(F)(F)F)(=O)=O)[N:37]=1.O1CCOCC1.C([O-])([O-])=O.[Cs+].[Cs+].O. Product: [C:1]([O:5][C:6]([N:8]1[CH2:13][CH2:12][CH:11]([N:14]2[CH:18]=[C:17]([C:19]3[CH:20]=[N:21][C:22]([NH2:34])=[C:23]([C:38]4[N:37]=[C:36]([CH3:35])[C:45]5[C:40]([CH:39]=4)=[CH:41][CH:42]=[CH:43][CH:44]=5)[CH:24]=3)[CH:16]=[N:15]2)[CH2:10][CH2:9]1)=[O:7])([CH3:3])([CH3:4])[CH3:2]. The catalyst class is: 73.